Regression. Given two drug SMILES strings and cell line genomic features, predict the synergy score measuring deviation from expected non-interaction effect. From a dataset of NCI-60 drug combinations with 297,098 pairs across 59 cell lines. (1) Drug 1: COC1=C(C=C2C(=C1)N=CN=C2NC3=CC(=C(C=C3)F)Cl)OCCCN4CCOCC4. Drug 2: C1=NC2=C(N1)C(=S)N=C(N2)N. Cell line: OVCAR-5. Synergy scores: CSS=58.7, Synergy_ZIP=-4.01, Synergy_Bliss=-4.32, Synergy_Loewe=0.312, Synergy_HSA=2.80. (2) Drug 1: C1CC(=O)NC(=O)C1N2CC3=C(C2=O)C=CC=C3N. Drug 2: COCCOC1=C(C=C2C(=C1)C(=NC=N2)NC3=CC=CC(=C3)C#C)OCCOC.Cl. Cell line: SK-MEL-28. Synergy scores: CSS=-1.27, Synergy_ZIP=-0.844, Synergy_Bliss=-3.00, Synergy_Loewe=-2.63, Synergy_HSA=-3.23. (3) Drug 1: C1=CC(=C2C(=C1NCCNCCO)C(=O)C3=C(C=CC(=C3C2=O)O)O)NCCNCCO. Drug 2: C1=CN(C(=O)N=C1N)C2C(C(C(O2)CO)O)O.Cl. Cell line: RPMI-8226. Synergy scores: CSS=40.8, Synergy_ZIP=-1.16, Synergy_Bliss=-3.86, Synergy_Loewe=-16.6, Synergy_HSA=-3.06.